Dataset: Full USPTO retrosynthesis dataset with 1.9M reactions from patents (1976-2016). Task: Predict the reactants needed to synthesize the given product. (1) The reactants are: [Br:1][C:2]1[CH:7]=[CH:6][C:5]([CH2:8]Br)=[C:4]([F:10])[CH:3]=1.[C-:11]#[N:12].[K+].C(O)C. Given the product [Br:1][C:2]1[CH:7]=[CH:6][C:5]([CH2:8][C:11]#[N:12])=[C:4]([F:10])[CH:3]=1, predict the reactants needed to synthesize it. (2) Given the product [CH2:1]([N:5]([S:15]([C:18]1[CH:23]=[CH:22][C:21]([N+:24]([O-:26])=[O:25])=[CH:20][CH:19]=1)(=[O:17])=[O:16])[C@H:6]([C:12]([OH:14])=[O:13])[CH2:7][CH2:8][CH2:9][CH2:10][NH:11][S:36]([C:33]1[CH:32]=[CH:31][C:30]([N+:27]([O-:29])=[O:28])=[CH:35][CH:34]=1)(=[O:37])=[O:38])[CH:2]([CH3:4])[CH3:3], predict the reactants needed to synthesize it. The reactants are: [CH2:1]([N:5]([S:15]([C:18]1[CH:23]=[CH:22][C:21]([N+:24]([O-:26])=[O:25])=[CH:20][CH:19]=1)(=[O:17])=[O:16])[C@H:6]([C:12]([OH:14])=[O:13])[CH2:7][CH2:8][CH2:9][CH2:10][NH2:11])[CH:2]([CH3:4])[CH3:3].[N+:27]([C:30]1[CH:35]=[CH:34][C:33]([S:36](Cl)(=[O:38])=[O:37])=[CH:32][CH:31]=1)([O-:29])=[O:28]. (3) Given the product [Br:1][C:2]1[CH:7]=[CH:6][C:5]([S:8]([CH3:16])(=[O:10])=[O:9])=[CH:4][C:3]=1[F:12], predict the reactants needed to synthesize it. The reactants are: [Br:1][C:2]1[CH:7]=[CH:6][C:5]([S:8](Cl)(=[O:10])=[O:9])=[CH:4][C:3]=1[F:12].O.NN.[C:16]([O-])(=O)C.[Na+].IC. (4) The reactants are: ClC1C=C(Cl)C=CC=1C=CC([N-:8][CH2:9][CH2:10][CH2:11][CH2:12][OH:13])=O.[Cl:19][C:20]1[CH:25]=[CH:24][C:23]([C:26]2[S:27][C:28]([C:31]([OH:33])=O)=[CH:29][N:30]=2)=[CH:22][CH:21]=1. Given the product [OH:13][CH2:12][CH2:11][CH2:10][CH2:9][NH:8][C:31]([C:28]1[S:27][C:26]([C:23]2[CH:22]=[CH:21][C:20]([Cl:19])=[CH:25][CH:24]=2)=[N:30][CH:29]=1)=[O:33], predict the reactants needed to synthesize it. (5) Given the product [Br:33][CH:25]([C:10]1[N:9]([CH2:8][C:4]2[CH:5]=[CH:6][CH:7]=[C:2]([Cl:1])[C:3]=2[CH3:27])[C:14]2[N:15]=[C:16]([N:18]3[CH2:19][CH2:20][O:21][CH2:22][CH2:23]3)[S:17][C:13]=2[C:12](=[O:24])[N:11]=1)[CH3:26], predict the reactants needed to synthesize it. The reactants are: [Cl:1][C:2]1[C:3]([CH3:27])=[C:4]([CH2:8][N:9]2[C:14]3[N:15]=[C:16]([N:18]4[CH2:23][CH2:22][O:21][CH2:20][CH2:19]4)[S:17][C:13]=3[C:12](=[O:24])[N:11]=[C:10]2[CH2:25][CH3:26])[CH:5]=[CH:6][CH:7]=1.C([O-])(=O)C.[Na+].[Br:33]Br. (6) Given the product [Cl:1][C:2]1[CH:7]=[CH:6][C:5]([S:8]([N:11]([CH2:22][C:23]2[CH:32]=[CH:31][C:26]([C:27]([O:29][CH3:30])=[O:28])=[C:25]([F:33])[CH:24]=2)[C@H:12]([C:15]2[CH:16]=[CH:17][CH:18]=[CH:19][CH:20]=2)[CH2:13][CH3:14])(=[O:10])=[O:9])=[CH:4][CH:3]=1, predict the reactants needed to synthesize it. The reactants are: [Cl:1][C:2]1[CH:7]=[CH:6][C:5]([S:8]([NH:11][C@H:12]([C:15]2[CH:20]=[CH:19][CH:18]=[CH:17][CH:16]=2)[CH2:13][CH3:14])(=[O:10])=[O:9])=[CH:4][CH:3]=1.Br[CH2:22][C:23]1[CH:32]=[CH:31][C:26]([C:27]([O:29][CH3:30])=[O:28])=[C:25]([F:33])[CH:24]=1.C([O-])([O-])=O.[K+].[K+]. (7) The reactants are: [Cl:1][CH:2]([Cl:9])[C:3](=O)[CH2:4][CH2:5][CH2:6][CH3:7].[CH3:10][C:11]1[CH:16]=[CH:15][C:14]([S:17]([NH:20][NH2:21])(=[O:19])=[O:18])=[CH:13][CH:12]=1.C(O)(=O)CC. Given the product [Cl:1][CH:2]([Cl:9])/[C:3](=[N:21]/[NH:20][S:17]([C:14]1[CH:15]=[CH:16][C:11]([CH3:10])=[CH:12][CH:13]=1)(=[O:18])=[O:19])/[CH2:4][CH2:5][CH2:6][CH3:7], predict the reactants needed to synthesize it.